This data is from Reaction yield outcomes from USPTO patents with 853,638 reactions. The task is: Predict the reaction yield, written as a fraction of the theoretical maximum amount of product (1.0 means a 100% yield; for example, 0.34 means a 34% yield). The product is [F:12][C:13]1[CH:14]=[CH:15][C:16]([N:19]([CH3:28])[C:20]([C@H:22]2[CH2:27][CH2:26][CH2:25][N:24]([C:6](=[O:7])[C:5]3[CH:9]=[CH:10][C:2]([F:1])=[CH:3][CH:4]=3)[CH2:23]2)=[O:21])=[CH:17][CH:18]=1. The yield is 0.840. The reactants are [F:1][C:2]1[CH:10]=[CH:9][C:5]([C:6](Cl)=[O:7])=[CH:4][CH:3]=1.Cl.[F:12][C:13]1[CH:18]=[CH:17][C:16]([N:19]([CH3:28])[C:20]([C@H:22]2[CH2:27][CH2:26][CH2:25][NH:24][CH2:23]2)=[O:21])=[CH:15][CH:14]=1.C(N(CC)CC)C. The catalyst is ClCCl.